Task: Regression. Given two drug SMILES strings and cell line genomic features, predict the synergy score measuring deviation from expected non-interaction effect.. Dataset: Merck oncology drug combination screen with 23,052 pairs across 39 cell lines (1) Drug 1: CN(C)C(=N)N=C(N)N. Cell line: LNCAP. Synergy scores: synergy=15.3. Drug 2: N#Cc1ccc(Cn2cncc2CN2CCN(c3cccc(Cl)c3)C(=O)C2)cc1. (2) Drug 2: CCN(CC)CCNC(=O)c1c(C)[nH]c(C=C2C(=O)Nc3ccc(F)cc32)c1C. Cell line: ES2. Synergy scores: synergy=4.20. Drug 1: CC1CC2C3CCC4=CC(=O)C=CC4(C)C3(F)C(O)CC2(C)C1(O)C(=O)CO. (3) Drug 1: O=C(CCCCCCC(=O)Nc1ccccc1)NO. Drug 2: CC(C)CC(NC(=O)C(Cc1ccccc1)NC(=O)c1cnccn1)B(O)O. Cell line: CAOV3. Synergy scores: synergy=-16.2.